Dataset: Catalyst prediction with 721,799 reactions and 888 catalyst types from USPTO. Task: Predict which catalyst facilitates the given reaction. (1) Product: [OH:21][NH:20][C:1]([C:3]1[CH:4]=[C:5]2[C:9](=[CH:10][CH:11]=1)[CH2:8][N:7]([C:12]([O:14][C:15]([CH3:18])([CH3:17])[CH3:16])=[O:13])[CH2:6]2)=[NH:2]. Reactant: [C:1]([C:3]1[CH:4]=[C:5]2[C:9](=[CH:10][CH:11]=1)[CH2:8][N:7]([C:12]([O:14][C:15]([CH3:18])([CH3:17])[CH3:16])=[O:13])[CH2:6]2)#[N:2].Cl.[NH2:20][OH:21].CCN(C(C)C)C(C)C. The catalyst class is: 14. (2) Product: [F:14][C:7]1[CH:6]=[C:5]2[C:4](=[C:9]([C:10]([F:11])([F:12])[F:13])[CH:8]=1)[C:3](=[O:17])[N:23]([CH2:22][C:21]1[CH:24]=[CH:25][C:26]([CH3:27])=[C:19]([F:18])[CH:20]=1)[CH2:15]2. The catalyst class is: 345. Reactant: CO[C:3](=[O:17])[C:4]1[C:9]([C:10]([F:13])([F:12])[F:11])=[CH:8][C:7]([F:14])=[CH:6][C:5]=1[CH2:15]Br.[F:18][C:19]1[CH:20]=[C:21]([CH:24]=[CH:25][C:26]=1[CH3:27])[CH2:22][NH2:23].C([O-])([O-])=O.[K+].[K+].C(OCC)(=O)C. (3) Reactant: [F:1][C:2]1[CH:3]=[C:4]([C:9]2[C:10]3[N:11]([N:19]=[C:20]([NH2:22])[N:21]=3)[CH:12]=[C:13]([C:15]([F:18])([F:17])[F:16])[CH:14]=2)[CH:5]=[CH:6][C:7]=1[F:8].Br[C:24]1[CH:29]=[CH:28][C:27]([N:30]2[CH:34]=[C:33]([CH3:35])[N:32]=[CH:31]2)=[C:26]([O:36][CH3:37])[CH:25]=1.C(Cl)Cl. Product: [F:1][C:2]1[CH:3]=[C:4]([C:9]2[C:10]3[N:11]([N:19]=[C:20]([NH:22][C:24]4[CH:29]=[CH:28][C:27]([N:30]5[CH:34]=[C:33]([CH3:35])[N:32]=[CH:31]5)=[C:26]([O:36][CH3:37])[CH:25]=4)[N:21]=3)[CH:12]=[C:13]([C:15]([F:16])([F:18])[F:17])[CH:14]=2)[CH:5]=[CH:6][C:7]=1[F:8]. The catalyst class is: 61. (4) Reactant: [Cl:1][CH2:2][CH2:3][N:4]([CH2:15][CH2:16][Cl:17])[P:5](Cl)([N:7]([CH2:11][CH2:12][Cl:13])[CH2:8][CH2:9][Cl:10])=[O:6].[OH:18][CH2:19][CH2:20][S:21][CH2:22][CH2:23][OH:24].CC(C)([O-])C.[K+]. Product: [Cl:17][CH2:16][CH2:15][N:4]([CH2:3][CH2:2][Cl:1])[P:5]([N:7]([CH2:11][CH2:12][Cl:13])[CH2:8][CH2:9][Cl:10])(=[O:6])[O:18][CH2:19][CH2:20][S:21][CH2:22][CH2:23][OH:24]. The catalyst class is: 54.